Dataset: Forward reaction prediction with 1.9M reactions from USPTO patents (1976-2016). Task: Predict the product of the given reaction. (1) Given the reactants F[C:2]1[N:7]=[C:6]([C:8]2[CH:9]=[N:10][CH:11]=[CH:12][CH:13]=2)[CH:5]=[CH:4][C:3]=1[C:14]1[N:19]=[C:18]([CH3:20])[N:17]=[C:16]([N:21](CC2C=CC(OC)=CC=2)CC2C=CC(OC)=CC=2)[N:15]=1.[F:40][C:41]1[CH:42]=[C:43]([NH2:49])[CH:44]=[N:45][C:46]=1[O:47][CH3:48], predict the reaction product. The product is: [NH2:21][C:16]1[N:17]=[C:18]([CH3:20])[N:19]=[C:14]([C:3]2[CH:4]=[CH:5][C:6]([C:8]3[CH:9]=[N:10][CH:11]=[CH:12][CH:13]=3)=[N:7][C:2]=2[NH:49][C:43]2[CH:44]=[N:45][C:46]([O:47][CH3:48])=[C:41]([F:40])[CH:42]=2)[N:15]=1. (2) Given the reactants [H-].[Al+3].[Li+].[H-].[H-].[H-].[C:7]([O:11][C:12]([N:14]1[CH2:18][CH2:17][C@@H:16]([NH:19][C:20]2[CH:29]=[CH:28][C:23]([C:24](OC)=[O:25])=[CH:22][N:21]=2)[CH2:15]1)=[O:13])([CH3:10])([CH3:9])[CH3:8].O.[OH-].[Na+], predict the reaction product. The product is: [OH:25][CH2:24][C:23]1[CH:28]=[CH:29][C:20]([NH:19][C@@H:16]2[CH2:17][CH2:18][N:14]([C:12]([O:11][C:7]([CH3:10])([CH3:9])[CH3:8])=[O:13])[CH2:15]2)=[N:21][CH:22]=1. (3) Given the reactants [F:1][C:2]1[CH:7]=[CH:6][C:5]([C:8]2[C:17]3[C:12](=[CH:13][C:14]([CH2:18][N:19]4[C:23](=[O:24])[CH2:22][N:21]([CH3:25])[C:20]4=[O:26])=[CH:15][CH:16]=3)[N:11]=[C:10]([C:27]#[N:28])[CH:9]=2)=[CH:4][CH:3]=1.C([O-])([O-])=[O:30].C([O-])([O-])=O.OO.OO.OO.[Na+].[Na+].[Na+].[Na+].[NH4+].[Cl-], predict the reaction product. The product is: [F:1][C:2]1[CH:7]=[CH:6][C:5]([C:8]2[C:17]3[C:12](=[CH:13][C:14]([CH2:18][N:19]4[C:23](=[O:24])[CH2:22][N:21]([CH3:25])[C:20]4=[O:26])=[CH:15][CH:16]=3)[N:11]=[C:10]([C:27]([NH2:28])=[O:30])[CH:9]=2)=[CH:4][CH:3]=1. (4) Given the reactants [CH2:1]([O:9][C:10]1[CH:15]=[CH:14][C:13]([CH:16]2[CH2:21][CH2:20][CH2:19][N:18]([CH2:22][CH2:23][C:24]([O:26]CC)=[O:25])[CH2:17]2)=[CH:12][CH:11]=1)[CH2:2][CH2:3][CH2:4][CH2:5][CH2:6][CH2:7][CH3:8].O[Li].O.Cl, predict the reaction product. The product is: [CH2:1]([O:9][C:10]1[CH:11]=[CH:12][C:13]([CH:16]2[CH2:21][CH2:20][CH2:19][N:18]([CH2:22][CH2:23][C:24]([OH:26])=[O:25])[CH2:17]2)=[CH:14][CH:15]=1)[CH2:2][CH2:3][CH2:4][CH2:5][CH2:6][CH2:7][CH3:8]. (5) Given the reactants [CH3:1][C:2]1[N:7]=[C:6]([C:8]2[N:13]=[CH:12][C:11]3[CH:14]=[N:15][N:16]([C:17]4[N:22]=[C:21]([CH:23]5[C:28](=[O:29])[CH2:27][CH2:26][N:25]([C:30]([O:32][C:33]([CH3:36])([CH3:35])[CH3:34])=[O:31])[CH2:24]5)[CH:20]=[CH:19][CH:18]=4)[C:10]=3[CH:9]=2)[CH:5]=[N:4][CH:3]=1.[BH4-].[Na+], predict the reaction product. The product is: [OH:29][CH:28]1[CH2:27][CH2:26][N:25]([C:30]([O:32][C:33]([CH3:36])([CH3:35])[CH3:34])=[O:31])[CH2:24][CH:23]1[C:21]1[CH:20]=[CH:19][CH:18]=[C:17]([N:16]2[C:10]3[CH:9]=[C:8]([C:6]4[CH:5]=[N:4][CH:3]=[C:2]([CH3:1])[N:7]=4)[N:13]=[CH:12][C:11]=3[CH:14]=[N:15]2)[N:22]=1. (6) Given the reactants [NH2:1][C:2]1[CH:7]=[CH:6][C:5]([C:8]2[C:12]([C:13]3[CH:18]=[CH:17][N:16]=[C:15]4[NH:19][C:20]([C:22]5[CH:23]=[N:24][C:25]([N:28]6[CH2:33][CH2:32][N:31]([C:34]([O:36][C:37]([CH3:40])([CH3:39])[CH3:38])=[O:35])[CH2:30][CH2:29]6)=[N:26][CH:27]=5)=[CH:21][C:14]=34)=[CH:11][N:10]([CH3:41])[N:9]=2)=[CH:4][CH:3]=1.ClC([O:45][C:46](C)=C)=O.[N:49]1[CH:54]=CC=C[CH:50]=1, predict the reaction product. The product is: [CH3:50][N:49]([CH3:54])[C:46]([NH:1][C:2]1[CH:3]=[CH:4][C:5]([C:8]2[C:12]([C:13]3[CH:18]=[CH:17][N:16]=[C:15]4[NH:19][C:20]([C:22]5[CH:27]=[N:26][C:25]([N:28]6[CH2:29][CH2:30][N:31]([C:34]([O:36][C:37]([CH3:38])([CH3:40])[CH3:39])=[O:35])[CH2:32][CH2:33]6)=[N:24][CH:23]=5)=[CH:21][C:14]=34)=[CH:11][N:10]([CH3:41])[N:9]=2)=[CH:6][CH:7]=1)=[O:45]. (7) The product is: [CH3:31][S:32]([O:22][CH2:21][CH2:20][CH2:19][CH:14]1[CH2:15][CH2:16][CH2:17][CH2:18][N:13]1[S:10]([C:6]1[C:5]([CH3:23])=[CH:4][C:3]([O:2][CH3:1])=[CH:8][C:7]=1[CH3:9])(=[O:11])=[O:12])(=[O:34])=[O:33]. Given the reactants [CH3:1][O:2][C:3]1[CH:8]=[C:7]([CH3:9])[C:6]([S:10]([N:13]2[CH2:18][CH2:17][CH2:16][CH2:15][CH:14]2[CH2:19][CH2:20][CH2:21][OH:22])(=[O:12])=[O:11])=[C:5]([CH3:23])[CH:4]=1.C(N(CC)CC)C.[CH3:31][S:32](Cl)(=[O:34])=[O:33], predict the reaction product.